The task is: Predict the product of the given reaction.. This data is from Forward reaction prediction with 1.9M reactions from USPTO patents (1976-2016). The product is: [NH2:11][C:9]1[N:8]=[CH:7][N:6]=[C:5]2[N:4]([CH2:12][C:13]3[N:17]([C:18]4[CH:19]=[CH:20][CH:21]=[CH:22][CH:23]=4)[C:16]4[CH:24]=[CH:25][CH:26]=[CH:27][C:15]=4[N:14]=3)[N:3]=[C:2]([C:31]3[CH:32]=[CH:33][C:34]([OH:35])=[C:29]([F:28])[CH:30]=3)[C:10]=12. Given the reactants I[C:2]1[C:10]2[C:5](=[N:6][CH:7]=[N:8][C:9]=2[NH2:11])[N:4]([CH2:12][C:13]2[N:17]([C:18]3[CH:23]=[CH:22][CH:21]=[CH:20][CH:19]=3)[C:16]3[CH:24]=[CH:25][CH:26]=[CH:27][C:15]=3[N:14]=2)[N:3]=1.[F:28][C:29]1[CH:30]=[C:31](B(O)O)[CH:32]=[CH:33][C:34]=1[OH:35].[F-].[Cs+], predict the reaction product.